This data is from Experimentally validated miRNA-target interactions with 360,000+ pairs, plus equal number of negative samples. The task is: Binary Classification. Given a miRNA mature sequence and a target amino acid sequence, predict their likelihood of interaction. (1) The miRNA is hsa-miR-3126-3p with sequence CAUCUGGCAUCCGUCACACAGA. The protein sequence of the target gene is MQGPPRSLRAGLSLDDFIPGHLQSHIGSSSRGTRVPVIRNGGSNTLNFQFHDPAPRTVCNGGYTPRRDASQHPDPAWYQTWPGPGSKPSASTKIPASQHTQNWSATWTKDSKRRDKRWVKYEGIGPVDESGMPIAPRSSVDRPRDWYRRMFQQIHRKMPDLQLDWTFEEPPRDPRHLGAQQRPAHRPGPATSSSGRSWDHSEELPRSTFNYRPGAFSTVLQPSNQVLRRREKVDNVWTEESWNQFLQELETGQRPKKPLVDDPGEKPSQPIEVLLERELAELSAELDKDLRAIETRLPSP.... Result: 0 (no interaction). (2) Result: 0 (no interaction). The miRNA is hsa-miR-103a-2-5p with sequence AGCUUCUUUACAGUGCUGCCUUG. The protein sequence of the target gene is MAAAPSELLPLPPPATPGSYRLLSRCRPYAPGTDGRRSGGTMRGEKNYYCRGAAGDHGSCPATPSPLASTLLLPAEAVSTSWSGPGSGLSGGDEEETRLLQLLRTAPDPSEAFQALQAALPRRGGRLGFPRRKEALYRALGRVLVEGGSEEKRLCLQLLSDVLRGQGEAGQLEEAFSLALLPQLVVSLREDNPALRKDALQILHICLRRSSGQVLRTLIQGLESPDARLRASTALLLPILFTPEDLLQGLDLTEVIISLARKLGDQEMEEESETAFSSLQQIGERLGQERFHSYISRLPS.... (3) The miRNA is hsa-miR-518a-3p with sequence GAAAGCGCUUCCCUUUGCUGGA. The protein sequence of the target gene is MEFRQEEFRKLAGRALGRLHRLLEKRQEGAETLELSADGRPVTTHTRDPPVVDCTCFGLPRRYIIAIMSGLGFCISFGIRCNLGVAIVSMVNNSTTHRGGHVVVQKAQFNWDPETVGLIHGSFFWGYIVTQIPGGFICQKFAANRVFGFAIVATSTLNMLIPSAARVHYGCVIFVRILQGLVEGVTYPACHGIWSKWAPPLERSRLATTAFCGSYAGAVVAMPLAGVLVQYSGWSSVFYVYGSFGIFWYLFWLLVSYESPALHPSISEEERKYIEDAIGESAKLMNPVTKFNTPWRRFFT.... Result: 0 (no interaction). (4) The miRNA is hsa-miR-523-5p with sequence CUCUAGAGGGAAGCGCUUUCUG. Result: 0 (no interaction). The protein sequence of the target gene is MARPGMERWRDRLALVTGASGGIGAAVARALVQQGLKVVGCARTVGNIEELAAECKSAGYPGTLIPYRCDLSNEEDILSMFSAIRSQHSGVDICINNAGLARPDTLLSGSTSGWKDMFNVNVLALSICTREAYQSMKERNVDDGHIININSMSGHRVLPLSVTHFYSATKYAVTALTEGLRQELREAQTHIRATCISPGVVETQFAFKLHDKDPEKAAATYEQMKCLKPEDVAEAVIYVLSTPAHIQIGDIQMRPTEQVT. (5) The miRNA is hsa-miR-6770-5p with sequence UGAGAAGGCACAGCUUGCACGUGA. The protein sequence of the target gene is MYRDYGEPGPSSGAGSPYGRPAQPPQAQAQTAQQQKFHLVPSIDSSSQELHWMVQPHFLGPTGYPRPLAYPQYSPPQPRPGVIRALGPPPGVRRRPCEQISPEEEERRRVRRERNKLAAAKCRNRRKELTDFLQAETDKLEDEKSGLQREIEELQKQKERLELVLEAHRPICKIPEGDKKDPGGSGSTSGASSPPAPGRPVPCISLSPGPVLEPEALHTPTLMTTPSLTPFTPSLVFTYPSTPEPCSSAHRKSSSSSGDPSSDPLGSPTLLAL. Result: 0 (no interaction).